Dataset: Forward reaction prediction with 1.9M reactions from USPTO patents (1976-2016). Task: Predict the product of the given reaction. (1) Given the reactants Cl[C:2]1[C:21]([C:22]2[NH:26][N:25]=[CH:24][CH:23]=2)=[CH:20][C:5]([C:6]([NH:8][C:9]2[CH:14]=[CH:13][C:12]([O:15][C:16]([F:19])([F:18])[F:17])=[CH:11][CH:10]=2)=[O:7])=[CH:4][N:3]=1.[F:27][C@@H:28]1[CH2:32][NH:31][CH2:30][C@H:29]1[OH:33], predict the reaction product. The product is: [F:27][C@H:28]1[C@H:29]([OH:33])[CH2:30][N:31]([C:2]2[C:21]([C:22]3[NH:26][N:25]=[CH:24][CH:23]=3)=[CH:20][C:5]([C:6]([NH:8][C:9]3[CH:10]=[CH:11][C:12]([O:15][C:16]([F:19])([F:17])[F:18])=[CH:13][CH:14]=3)=[O:7])=[CH:4][N:3]=2)[CH2:32]1. (2) The product is: [Cl:1][C:2]1[CH:3]=[CH:4][C:5]([CH:8]2[CH:12]([C:13]3[CH:14]=[CH:15][C:16]([Cl:19])=[CH:17][CH:18]=3)[N:11]([C:40]([Cl:42])=[O:41])[C:10]([C:20]3[CH:25]=[CH:24][C:23]([C:26]([F:27])([F:28])[F:29])=[CH:22][C:21]=3[O:30][CH2:31][CH3:32])=[N:9]2)=[CH:6][CH:7]=1. Given the reactants [Cl:1][C:2]1[CH:7]=[CH:6][C:5]([CH:8]2[CH:12]([C:13]3[CH:18]=[CH:17][C:16]([Cl:19])=[CH:15][CH:14]=3)[NH:11][C:10]([C:20]3[CH:25]=[CH:24][C:23]([C:26]([F:29])([F:28])[F:27])=[CH:22][C:21]=3[O:30][CH2:31][CH3:32])=[N:9]2)=[CH:4][CH:3]=1.C(N(CC)CC)C.[C:40](Cl)([Cl:42])=[O:41], predict the reaction product. (3) Given the reactants [CH:1]1([C:4](=[O:30])[C:5](=P(C2C=CC=CC=2)(C2C=CC=CC=2)C2C=CC=CC=2)[C:6]([O:8][CH2:9][CH3:10])=[O:7])[CH2:3][CH2:2]1.[OH:31]OS([O-])=O.[K+], predict the reaction product. The product is: [CH:1]1([C:4](=[O:30])[C:5](=[O:31])[C:6]([O:8][CH2:9][CH3:10])=[O:7])[CH2:2][CH2:3]1. (4) Given the reactants [O:1]([C:8]1[CH:13]=[CH:12][CH:11]=[CH:10][C:9]=1[NH:14][S:15]([C:18]1[CH:30]=[CH:29][C:21]([C:22]([NH:24][CH2:25][C:26]([OH:28])=O)=[O:23])=[CH:20][CH:19]=1)(=[O:17])=[O:16])[C:2]1[CH:7]=[CH:6][CH:5]=[CH:4][CH:3]=1.[S:31]1[C:35]2[CH:36]=[CH:37][CH:38]=[CH:39][C:34]=2[N:33]=[C:32]1[NH2:40], predict the reaction product. The product is: [S:31]1[C:35]2[CH:36]=[CH:37][CH:38]=[CH:39][C:34]=2[N:33]=[C:32]1[NH:40][C:26]([CH2:25][NH:24][C:22](=[O:23])[C:21]1[CH:29]=[CH:30][C:18]([S:15](=[O:17])(=[O:16])[NH:14][C:9]2[CH:10]=[CH:11][CH:12]=[CH:13][C:8]=2[O:1][C:2]2[CH:7]=[CH:6][CH:5]=[CH:4][CH:3]=2)=[CH:19][CH:20]=1)=[O:28]. (5) The product is: [C:13]([O:19][CH2:20][N:1]1[C:9]2[C:4](=[C:5]([B:10]([OH:12])[OH:11])[CH:6]=[CH:7][CH:8]=2)[CH:3]=[N:2]1)(=[O:18])[C:14]([CH3:17])([CH3:16])[CH3:15]. Given the reactants [NH:1]1[C:9]2[C:4](=[C:5]([B:10]([OH:12])[OH:11])[CH:6]=[CH:7][CH:8]=2)[CH:3]=[N:2]1.[C:13]([O:19][CH2:20]Cl)(=[O:18])[C:14]([CH3:17])([CH3:16])[CH3:15].C([O-])([O-])=O.[K+].[K+], predict the reaction product. (6) Given the reactants [Na].Cl[C:3]1[C:12]2[C:7](=[CH:8][C:9]([C:13]([F:16])([F:15])[F:14])=[CH:10][CH:11]=2)[N:6]=[C:5]([S:17][CH2:18][CH3:19])[C:4]=1[C:20]([NH:22][CH2:23][C:24]1[CH:29]=[CH:28][CH:27]=[C:26]([F:30])[CH:25]=1)=[O:21].CCCCCC.[CH3:37][OH:38], predict the reaction product. The product is: [CH2:18]([S:17][C:5]1[C:4]([C:20]([NH:22][CH2:23][C:24]2[CH:29]=[CH:28][CH:27]=[C:26]([F:30])[CH:25]=2)=[O:21])=[C:3]([O:38][CH3:37])[C:12]2[C:7](=[CH:8][C:9]([C:13]([F:16])([F:15])[F:14])=[CH:10][CH:11]=2)[N:6]=1)[CH3:19].